Task: Predict the reactants needed to synthesize the given product.. Dataset: Full USPTO retrosynthesis dataset with 1.9M reactions from patents (1976-2016) (1) Given the product [O:11]=[C:9]([C:4]1[CH:5]=[CH:6][CH:7]=[CH:8][N:3]=1)[CH2:15][C:14]#[N:16], predict the reactants needed to synthesize it. The reactants are: [H-].[Na+].[N:3]1[CH:8]=[CH:7][CH:6]=[CH:5][C:4]=1[C:9]([O:11]CC)=O.[C:14](#[N:16])[CH3:15].Cl. (2) Given the product [NH2:1][CH:4]1[CH2:16][O:15][C:14]2[CH:13]=[CH:12][C:11]3[CH2:10][NH:9][C:8](=[O:17])[C:7]=3[C:6]=2[CH2:5]1, predict the reactants needed to synthesize it. The reactants are: [N+:1]([CH:4]1[CH2:16][O:15][C:14]2[CH:13]=[CH:12][C:11]3[CH2:10][NH:9][C:8](=[O:17])[C:7]=3[C:6]=2[CH2:5]1)([O-])=O.C1COCC1.O.NN. (3) Given the product [O:12]=[C:4]1[CH:3]=[C:2]([O:1][CH2:33][CH2:34][CH2:35][N:36]2[C:44](=[O:45])[C:43]3[C:38](=[CH:39][CH:40]=[CH:41][CH:42]=3)[C:37]2=[O:46])[C:11]2[CH:10]=[CH:9][CH:8]=[CH:7][C:6]=2[O:5]1, predict the reactants needed to synthesize it. The reactants are: [OH:1][C:2]1[C:11]2[C:6](=[CH:7][CH:8]=[CH:9][CH:10]=2)[O:5][C:4](=[O:12])[CH:3]=1.C1C=CC(P(C2C=CC=CC=2)C2C=CC=CC=2)=CC=1.O[CH2:33][CH2:34][CH2:35][N:36]1[C:44](=[O:45])[C:43]2[C:38](=[CH:39][CH:40]=[CH:41][CH:42]=2)[C:37]1=[O:46].CC(OC(/N=N/C(OC(C)C)=O)=O)C.